Dataset: Peptide-MHC class II binding affinity with 134,281 pairs from IEDB. Task: Regression. Given a peptide amino acid sequence and an MHC pseudo amino acid sequence, predict their binding affinity value. This is MHC class II binding data. (1) The peptide sequence is KVPPGPNITATYGDK. The MHC is HLA-DQA10104-DQB10503 with pseudo-sequence HLA-DQA10104-DQB10503. The binding affinity (normalized) is 0. (2) The peptide sequence is PLFIFSLKDTLKRRS. The MHC is DRB1_0301 with pseudo-sequence DRB1_0301. The binding affinity (normalized) is 0.662. (3) The peptide sequence is YAHAAHAAHAAHAAHAA. The MHC is DRB4_0101 with pseudo-sequence DRB4_0103. The binding affinity (normalized) is 0.206. (4) The binding affinity (normalized) is 0.616. The MHC is DRB1_0401 with pseudo-sequence DRB1_0401. The peptide sequence is SLLNNQFGTMPSLTM. (5) The peptide sequence is YDKFLANVSTVLVGK. The MHC is DRB1_0802 with pseudo-sequence DRB1_0802. The binding affinity (normalized) is 0.786.